Dataset: Full USPTO retrosynthesis dataset with 1.9M reactions from patents (1976-2016). Task: Predict the reactants needed to synthesize the given product. Given the product [CH3:16][C:14]1[O:13][N:12]=[C:11]([C:8]2[S:9][CH:10]=[C:6]([C:4]([OH:5])=[O:3])[N:7]=2)[CH:15]=1, predict the reactants needed to synthesize it. The reactants are: C([O:3][C:4]([C:6]1[N:7]=[C:8]([C:11]2[CH:15]=[C:14]([CH3:16])[O:13][N:12]=2)[S:9][CH:10]=1)=[O:5])C.O.[OH-].[Li+].Cl.